Task: Predict the reactants needed to synthesize the given product.. Dataset: Full USPTO retrosynthesis dataset with 1.9M reactions from patents (1976-2016) Given the product [CH2:32]([NH:34][C:12](=[O:13])[C:11]1[CH:15]=[CH:16][CH:17]=[C:9]([NH:8][C:18]2[C:19]3[N:20]([N:29]=[CH:30][N:31]=3)[C:21]([C:24]3[CH:28]=[N:27][NH:26][CH:25]=3)=[CH:22][N:23]=2)[CH:10]=1)[CH3:33], predict the reactants needed to synthesize it. The reactants are: C(OC([N:8]([C:18]1[C:19]2[N:20]([N:29]=[CH:30][N:31]=2)[C:21]([C:24]2[CH:25]=[N:26][NH:27][CH:28]=2)=[CH:22][N:23]=1)[C:9]1[CH:10]=[C:11]([CH:15]=[CH:16][CH:17]=1)[C:12](O)=[O:13])=O)(C)(C)C.[CH2:32]([NH2:34])[CH3:33].C1CN([P+](ON2N=NC3C=CC=CC2=3)(N2CCCC2)N2CCCC2)CC1.F[P-](F)(F)(F)(F)F.Cl.